Dataset: NCI-60 drug combinations with 297,098 pairs across 59 cell lines. Task: Regression. Given two drug SMILES strings and cell line genomic features, predict the synergy score measuring deviation from expected non-interaction effect. (1) Drug 2: C(CC(=O)O)C(=O)CN.Cl. Cell line: KM12. Drug 1: CN1C2=C(C=C(C=C2)N(CCCl)CCCl)N=C1CCCC(=O)O.Cl. Synergy scores: CSS=7.91, Synergy_ZIP=-4.43, Synergy_Bliss=-8.17, Synergy_Loewe=0.392, Synergy_HSA=-4.78. (2) Drug 1: CC12CCC3C(C1CCC2=O)CC(=C)C4=CC(=O)C=CC34C. Drug 2: CN1C(=O)N2C=NC(=C2N=N1)C(=O)N. Cell line: ACHN. Synergy scores: CSS=36.4, Synergy_ZIP=1.88, Synergy_Bliss=2.23, Synergy_Loewe=-0.331, Synergy_HSA=0.287. (3) Drug 1: CC1=C(N=C(N=C1N)C(CC(=O)N)NCC(C(=O)N)N)C(=O)NC(C(C2=CN=CN2)OC3C(C(C(C(O3)CO)O)O)OC4C(C(C(C(O4)CO)O)OC(=O)N)O)C(=O)NC(C)C(C(C)C(=O)NC(C(C)O)C(=O)NCCC5=NC(=CS5)C6=NC(=CS6)C(=O)NCCC[S+](C)C)O. Drug 2: CC(C)(C#N)C1=CC(=CC(=C1)CN2C=NC=N2)C(C)(C)C#N. Cell line: CAKI-1. Synergy scores: CSS=37.5, Synergy_ZIP=1.01, Synergy_Bliss=0.773, Synergy_Loewe=-2.59, Synergy_HSA=-0.275. (4) Drug 1: CC1=C(C=C(C=C1)NC(=O)C2=CC=C(C=C2)CN3CCN(CC3)C)NC4=NC=CC(=N4)C5=CN=CC=C5. Drug 2: CC1C(C(CC(O1)OC2CC(CC3=C2C(=C4C(=C3O)C(=O)C5=CC=CC=C5C4=O)O)(C(=O)C)O)N)O. Cell line: PC-3. Synergy scores: CSS=42.7, Synergy_ZIP=0.501, Synergy_Bliss=-0.0927, Synergy_Loewe=-43.4, Synergy_HSA=-1.13. (5) Drug 1: CC1=C2C(C(=O)C3(C(CC4C(C3C(C(C2(C)C)(CC1OC(=O)C(C(C5=CC=CC=C5)NC(=O)OC(C)(C)C)O)O)OC(=O)C6=CC=CC=C6)(CO4)OC(=O)C)OC)C)OC. Drug 2: CS(=O)(=O)C1=CC(=C(C=C1)C(=O)NC2=CC(=C(C=C2)Cl)C3=CC=CC=N3)Cl. Cell line: NCI/ADR-RES. Synergy scores: CSS=28.9, Synergy_ZIP=7.31, Synergy_Bliss=12.1, Synergy_Loewe=10.8, Synergy_HSA=12.5. (6) Drug 1: CN(C)N=NC1=C(NC=N1)C(=O)N. Drug 2: CS(=O)(=O)OCCCCOS(=O)(=O)C. Cell line: PC-3. Synergy scores: CSS=7.64, Synergy_ZIP=-2.42, Synergy_Bliss=-1.98, Synergy_Loewe=-2.83, Synergy_HSA=-2.93. (7) Drug 1: C1=NC2=C(N=C(N=C2N1C3C(C(C(O3)CO)O)O)F)N. Drug 2: C1CN(P(=O)(OC1)NCCCl)CCCl. Cell line: RPMI-8226. Synergy scores: CSS=-8.98, Synergy_ZIP=2.13, Synergy_Bliss=-5.58, Synergy_Loewe=-11.2, Synergy_HSA=-10.5. (8) Drug 1: CC1CCC2CC(C(=CC=CC=CC(CC(C(=O)C(C(C(=CC(C(=O)CC(OC(=O)C3CCCCN3C(=O)C(=O)C1(O2)O)C(C)CC4CCC(C(C4)OC)O)C)C)O)OC)C)C)C)OC. Drug 2: CC1CCC2CC(C(=CC=CC=CC(CC(C(=O)C(C(C(=CC(C(=O)CC(OC(=O)C3CCCCN3C(=O)C(=O)C1(O2)O)C(C)CC4CCC(C(C4)OC)OCCO)C)C)O)OC)C)C)C)OC. Cell line: NCI-H522. Synergy scores: CSS=3.99, Synergy_ZIP=-0.854, Synergy_Bliss=2.40, Synergy_Loewe=-0.915, Synergy_HSA=1.55.